This data is from Ames mutagenicity test results for genotoxicity prediction. The task is: Regression/Classification. Given a drug SMILES string, predict its toxicity properties. Task type varies by dataset: regression for continuous values (e.g., LD50, hERG inhibition percentage) or binary classification for toxic/non-toxic outcomes (e.g., AMES mutagenicity, cardiotoxicity, hepatotoxicity). Dataset: ames. The compound is O=C(/C=C/c1ccc([N+](=O)[O-])cc1)c1ccccc1. The result is 1 (mutagenic).